The task is: Predict which catalyst facilitates the given reaction.. This data is from Catalyst prediction with 721,799 reactions and 888 catalyst types from USPTO. (1) Reactant: C([O-])(=O)C.[NH4+:5].[BH4-].[Na+].[Cl:8][C:9]1[N:10]=[CH:11][N:12]([C:14]2[CH:19]=[CH:18][C:17]([NH:20][C:21]3[S:22][C:23]4[CH2:29][C:28](=O)[CH2:27][CH:26]([C:31]5[CH:36]=[CH:35][C:34]([F:37])=[CH:33][CH:32]=5)[C:24]=4[N:25]=3)=[CH:16][C:15]=2[O:38][CH3:39])[CH:13]=1.Cl.[BH4-]. Product: [Cl:8][C:9]1[N:10]=[CH:11][N:12]([C:14]2[CH:19]=[CH:18][C:17]([NH:20][C:21]3[S:22][C:23]4[CH2:29][CH:28]([NH2:5])[CH2:27][CH:26]([C:31]5[CH:36]=[CH:35][C:34]([F:37])=[CH:33][CH:32]=5)[C:24]=4[N:25]=3)=[CH:16][C:15]=2[O:38][CH3:39])[CH:13]=1. The catalyst class is: 5. (2) Reactant: [CH3:1][C:2]1[CH:3]=[C:4]([C:9]([C:11]2[C:20](=[O:21])[C:19]3[C:14](=[CH:15][CH:16]=[CH:17][CH:18]=3)[NH:13][CH:12]=2)=[O:10])[CH:5]=[N:6][C:7]=1[CH3:8].[H-].[Na+].Br[CH2:25][C:26]1[N:31]=[C:30]([NH:32]C(=O)C(F)(F)F)[CH:29]=[CH:28][CH:27]=1. Product: [NH2:32][C:30]1[N:31]=[C:26]([CH2:25][N:13]2[C:14]3[C:19](=[CH:18][CH:17]=[CH:16][CH:15]=3)[C:20](=[O:21])[C:11]([C:9]([C:4]3[CH:5]=[N:6][C:7]([CH3:8])=[C:2]([CH3:1])[CH:3]=3)=[O:10])=[CH:12]2)[CH:27]=[CH:28][CH:29]=1. The catalyst class is: 9. (3) Reactant: [H-].[H-].[H-].[H-].[Li+].[Al+3].[CH2:7]([C:14]1[CH:44]=[C:43]([Cl:45])[CH:42]=[CH:41][C:15]=1[O:16][CH2:17][CH2:18][CH2:19][N:20]([CH2:38][C:39]#[N:40])[CH:21]([C:30]1[CH:35]=[CH:34][C:33]([O:36][CH3:37])=[CH:32][CH:31]=1)[C:22]1[CH:27]=[CH:26][C:25]([O:28][CH3:29])=[CH:24][CH:23]=1)[C:8]1[CH:13]=[CH:12][CH:11]=[CH:10][CH:9]=1.CO.[C@H](O)(C([O-])=O)[C@@H](O)C([O-])=O.[Na+].[K+]. Product: [CH2:7]([C:14]1[CH:44]=[C:43]([Cl:45])[CH:42]=[CH:41][C:15]=1[O:16][CH2:17][CH2:18][CH2:19][N:20]([CH:21]([C:30]1[CH:31]=[CH:32][C:33]([O:36][CH3:37])=[CH:34][CH:35]=1)[C:22]1[CH:27]=[CH:26][C:25]([O:28][CH3:29])=[CH:24][CH:23]=1)[CH2:38][CH2:39][NH2:40])[C:8]1[CH:13]=[CH:12][CH:11]=[CH:10][CH:9]=1. The catalyst class is: 116. (4) Reactant: C(N(CC)CC)C.[C:8](Cl)(=[O:10])[CH3:9].[F:12][C:13]1[CH:14]=[CH:15][C:16]2[N:17]([C:19]([C:22]3[N:30]=[C:29]4[C:25]([N:26]([CH2:38][O:39][CH2:40][CH2:41][Si:42]([CH3:45])([CH3:44])[CH3:43])[C:27](=[O:37])[N:28]4[C@@H:31]4[CH2:36][CH2:35][CH2:34][NH:33][CH2:32]4)=[CH:24][N:23]=3)=[CH:20][N:21]=2)[CH:18]=1. Product: [C:8]([N:33]1[CH2:34][CH2:35][CH2:36][C@@H:31]([N:28]2[C:27](=[O:37])[N:26]([CH2:38][O:39][CH2:40][CH2:41][Si:42]([CH3:45])([CH3:44])[CH3:43])[C:25]3[C:29]2=[N:30][C:22]([C:19]2[N:17]4[CH:18]=[C:13]([F:12])[CH:14]=[CH:15][C:16]4=[N:21][CH:20]=2)=[N:23][CH:24]=3)[CH2:32]1)(=[O:10])[CH3:9]. The catalyst class is: 96. (5) Reactant: [N:1]([O-])=O.[Na+].[CH2:5]([N:11]1[CH2:16][CH:15]2[CH:13]([C:14]2([C:18]2[CH:19]=[C:20]([NH2:24])[CH:21]=[CH:22][CH:23]=2)[CH3:17])[CH2:12]1)[CH2:6][CH2:7][CH2:8][CH2:9][CH3:10].[I-].[K+].C(=O)([O-])O.[Na+]. Product: [NH2:24][C:20]1[CH:19]=[C:18]([C:14]2([CH3:17])[CH:15]3[CH:13]2[CH2:12][N:11]([CH2:5][CH2:6][CH2:7][CH2:8][CH2:9][CH3:10])[CH2:16]3)[CH:23]=[CH:22][C:21]=1[NH2:1]. The catalyst class is: 223.